From a dataset of Forward reaction prediction with 1.9M reactions from USPTO patents (1976-2016). Predict the product of the given reaction. Given the reactants Br[C:2]1[N:3]=[C:4]2[C:10]([C:11](=[O:16])[C:12]([CH3:15])([CH3:14])[CH3:13])=[CH:9][NH:8][C:5]2=[N:6][CH:7]=1.CC1(C)C(C)(C)OB([C:25]2[CH:26]=[CH:27][C:28]([N:31]3[CH2:36][CH2:35][O:34][CH2:33][CH2:32]3)=[N:29][CH:30]=2)O1.C([O-])([O-])=O.[K+].[K+], predict the reaction product. The product is: [CH3:13][C:12]([CH3:15])([CH3:14])[C:11]([C:10]1[C:4]2[C:5](=[N:6][CH:7]=[C:2]([C:25]3[CH:30]=[N:29][C:28]([N:31]4[CH2:32][CH2:33][O:34][CH2:35][CH2:36]4)=[CH:27][CH:26]=3)[N:3]=2)[NH:8][CH:9]=1)=[O:16].